Predict the reactants needed to synthesize the given product. From a dataset of Full USPTO retrosynthesis dataset with 1.9M reactions from patents (1976-2016). (1) Given the product [Cl:38][C:39]1[CH:3]=[CH:4][C:5]2[N:11]3[C:12]([CH3:16])=[C:13]([CH3:15])[N:14]=[C:10]3[C@@H:9]([CH2:17][CH2:18][C:31]#[N:33])[O:8][C@H:7]([C:20]3[CH:25]=[CH:24][CH:23]=[C:22]([O:26][CH3:27])[C:21]=3[O:28][CH3:29])[C:6]=2[CH:30]=1, predict the reactants needed to synthesize it. The reactants are: ClC1[CH:3]=[CH:4][C:5]2[N:11]3[C:12]([CH3:16])=[C:13]([CH3:15])[N:14]=[C:10]3[C@@H:9]([CH2:17][CH2:18]O)[O:8][C@H:7]([C:20]3[CH:25]=[CH:24][CH:23]=[C:22]([O:26][CH3:27])[C:21]=3[O:28][CH3:29])[C:6]=2[CH:30]=1.[CH2:31]([N:33](CC)CC)C.[Cl:38][CH2:39]S([O-])(=O)=O.C(=O)([O-])O.[Na+]. (2) Given the product [C:16]([NH:1][CH2:2][C:3](=[O:13])[CH2:4][C:5]1[CH:10]=[C:9]([Br:11])[CH:8]=[CH:7][C:6]=1[Cl:12])(=[O:23])[C:17]1[CH:22]=[CH:21][CH:20]=[CH:19][CH:18]=1, predict the reactants needed to synthesize it. The reactants are: [NH2:1][CH2:2][C:3](=[O:13])[CH2:4][C:5]1[CH:10]=[C:9]([Br:11])[CH:8]=[CH:7][C:6]=1[Cl:12].Cl.O.[C:16](Cl)(=[O:23])[C:17]1[CH:22]=[CH:21][CH:20]=[CH:19][CH:18]=1.C(=O)([O-])O.[Na+]. (3) The reactants are: [F:1][C:2]1[CH:3]=[C:4]([NH:22][C:23](=[O:29])[O:24][C:25]([CH3:28])([CH3:27])[CH3:26])[CH:5]=[CH:6][C:7]=1[O:8][C:9]1[C:18]2[C:13](=[CH:14][C:15]([OH:21])=[C:16]([O:19][CH3:20])[CH:17]=2)[N:12]=[CH:11][CH:10]=1.C([O-])([O-])=O.[K+].[K+].Br[CH2:37][CH2:38][CH2:39][OH:40]. Given the product [F:1][C:2]1[CH:3]=[C:4]([NH:22][C:23](=[O:29])[O:24][C:25]([CH3:26])([CH3:28])[CH3:27])[CH:5]=[CH:6][C:7]=1[O:8][C:9]1[C:18]2[C:13](=[CH:14][C:15]([O:21][CH2:37][CH2:38][CH2:39][OH:40])=[C:16]([O:19][CH3:20])[CH:17]=2)[N:12]=[CH:11][CH:10]=1, predict the reactants needed to synthesize it. (4) Given the product [NH2:31][C:2]1[CH:3]=[CH:4][C:5]([F:26])=[C:6]([C@:8]23[CH2:16][O:15][CH2:14][C@H:13]2[CH2:12][S:11][C:10]([NH:17][C:18](=[O:25])[C:19]2[CH:24]=[CH:23][CH:22]=[CH:21][CH:20]=2)=[N:9]3)[CH:7]=1, predict the reactants needed to synthesize it. The reactants are: Br[C:2]1[CH:3]=[CH:4][C:5]([F:26])=[C:6]([C@:8]23[CH2:16][O:15][CH2:14][C@H:13]2[CH2:12][S:11][C:10]([NH:17][C:18](=[O:25])[C:19]2[CH:24]=[CH:23][CH:22]=[CH:21][CH:20]=2)=[N:9]3)[CH:7]=1.FC(F)(F)C([NH2:31])=O.[I-].[Na+].C(=O)([O-])[O-].[K+].[K+].[C@@H]1(N)CCCC[C@H]1N. (5) Given the product [Cl:13][C:14]1[N:19]=[C:18]([NH:12][C:8]2[CH:7]=[C:6]([N+:3]([O-:5])=[O:4])[CH:11]=[CH:10][N:9]=2)[C:17]([Cl:21])=[CH:16][N:15]=1, predict the reactants needed to synthesize it. The reactants are: [H-].[Na+].[N+:3]([C:6]1[CH:11]=[CH:10][N:9]=[C:8]([NH2:12])[CH:7]=1)([O-:5])=[O:4].[Cl:13][C:14]1[N:19]=[C:18](Cl)[C:17]([Cl:21])=[CH:16][N:15]=1. (6) Given the product [O:1]([C:8]1[C:9]([CH:14]=[O:15])=[N:10][CH:11]=[CH:12][CH:13]=1)[C:2]1[CH:3]=[CH:4][CH:5]=[CH:6][CH:7]=1, predict the reactants needed to synthesize it. The reactants are: [O:1]([C:8]1[C:9]([CH2:14][OH:15])=[N:10][CH:11]=[CH:12][CH:13]=1)[C:2]1[CH:7]=[CH:6][CH:5]=[CH:4][CH:3]=1. (7) Given the product [F:17][C:2]([F:16])([F:1])[C:3]1[C:11]2[CH2:10][C:9]3([O:15][CH2:14][CH2:13][O:12]3)[CH2:8][CH2:7][C:6]=2[N:5]([CH2:21][C:22]([O:24][CH2:25][CH3:26])=[O:23])[N:4]=1, predict the reactants needed to synthesize it. The reactants are: [F:1][C:2]([F:17])([F:16])[C:3]1[C:11]2[CH2:10][C:9]3([O:15][CH2:14][CH2:13][O:12]3)[CH2:8][CH2:7][C:6]=2[NH:5][N:4]=1.[H-].[Na+].Br[CH2:21][C:22]([O:24][CH2:25][CH3:26])=[O:23].C(OCC)(=O)C. (8) Given the product [F:1][C:2]1[CH:10]=[CH:9][C:5]([CH2:6][CH2:7][NH:8][C:26](=[O:27])[C:25]2[CH:29]=[CH:30][C:22]([C:21]([F:20])([F:31])[F:32])=[CH:23][CH:24]=2)=[CH:4][CH:3]=1, predict the reactants needed to synthesize it. The reactants are: [F:1][C:2]1[CH:10]=[CH:9][C:5]([CH2:6][CH2:7][NH2:8])=[CH:4][CH:3]=1.C(N(C(C)C)CC)(C)C.[F:20][C:21]([F:32])([F:31])[C:22]1[CH:30]=[CH:29][C:25]([C:26](Cl)=[O:27])=[CH:24][CH:23]=1. (9) Given the product [CH3:29][O:30][C:31]1[C:36]([O:37][CH3:38])=[C:35]([OH:39])[C:34]([CH3:40])=[C:33]([CH2:41][CH2:42][CH2:43][CH2:44][CH2:45][CH2:46][CH2:47][CH2:48][CH2:49][F:1])[N:32]=1, predict the reactants needed to synthesize it. The reactants are: [F-:1].[K+].C1N2CCOCCOCCN(CCOCCOCC2)CCOCCOC1.[CH3:29][O:30][C:31]1[C:36]([O:37][CH3:38])=[C:35]([OH:39])[C:34]([CH3:40])=[C:33]([CH2:41][CH2:42][CH2:43][CH2:44][CH2:45][CH2:46][CH2:47][CH2:48][CH2:49]OS(C2C=CC(C)=CC=2)(=O)=O)[N:32]=1.